Predict which catalyst facilitates the given reaction. From a dataset of Catalyst prediction with 721,799 reactions and 888 catalyst types from USPTO. (1) Reactant: [Br:1][C:2]1[CH:7]=[CH:6][C:5]([C:8]2[N:13]=[N:12][C:11]([NH2:14])=[N:10][CH:9]=2)=[CH:4][C:3]=1[F:15].Cl[CH:17]([CH2:27][C:28]1[CH:29]=[C:30]2[C:35](=[CH:36][CH:37]=1)[N:34]=[CH:33][CH:32]=[CH:31]2)[CH:18](N1C(=O)CCC1=O)O. Product: [Br:1][C:2]1[CH:7]=[CH:6][C:5]([C:8]2[CH:9]=[N:10][C:11]3[N:12]([C:17]([CH2:27][C:28]4[CH:29]=[C:30]5[C:35](=[CH:36][CH:37]=4)[N:34]=[CH:33][CH:32]=[CH:31]5)=[CH:18][N:14]=3)[N:13]=2)=[CH:4][C:3]=1[F:15]. The catalyst class is: 252. (2) Reactant: [F:1][C:2]([F:28])([C:22]1[CH:27]=[CH:26][CH:25]=[CH:24][CH:23]=1)[C:3](=[O:21])/[CH:4]=[CH:5]/[C@@H:6]1[N:10]([CH2:11][C:12]2[CH:17]=[CH:16][C:15]([O:18][CH3:19])=[CH:14][CH:13]=2)[C:9](=[O:20])[CH2:8][CH2:7]1.C1(C)C=CC=CC=1.[B]1OC2C(=CC=CC=2)O1. Product: [F:28][C:2]([F:1])([C:22]1[CH:23]=[CH:24][CH:25]=[CH:26][CH:27]=1)[C@H:3]([OH:21])/[CH:4]=[CH:5]/[C@@H:6]1[N:10]([CH2:11][C:12]2[CH:17]=[CH:16][C:15]([O:18][CH3:19])=[CH:14][CH:13]=2)[C:9](=[O:20])[CH2:8][CH2:7]1. The catalyst class is: 2. (3) Reactant: C[Si]([N-][Si](C)(C)C)(C)C.[Li+].C1COCC1.[CH2:16]([Sn:20](Cl)([CH2:25][CH2:26][CH2:27][CH3:28])[CH2:21][CH2:22][CH2:23][CH3:24])[CH2:17][CH2:18][CH3:19].[C:30]([C:35]1[N:36]=[CH:37][N:38]2[CH:42]=[CH:41][S:40][C:39]=12)(=[O:34])[CH:31]([CH3:33])[CH3:32].C(OCC)(=O)C. Product: [C:30]([C:35]1[N:36]=[CH:37][N:38]2[CH:42]=[C:41]([Sn:20]([CH2:25][CH2:26][CH2:27][CH3:28])([CH2:21][CH2:22][CH2:23][CH3:24])[CH2:16][CH2:17][CH2:18][CH3:19])[S:40][C:39]=12)(=[O:34])[CH:31]([CH3:33])[CH3:32]. The catalyst class is: 1. (4) Reactant: [F:1][C:2]1[CH:7]=[CH:6][C:5]([CH:8]([NH:16][C:17]2[CH:26]=[CH:25][CH:24]=[C:23]3[C:18]=2[CH:19]=[CH:20][C:21]([CH3:27])=[N:22]3)[C:9]2([C:12]([F:15])([F:14])[F:13])[CH2:11][O:10]2)=[CH:4][C:3]=1[O:28][CH3:29].[CH2:30]([SH:32])[CH3:31].C(=O)([O-])[O-].[Cs+].[Cs+]. Product: [F:1][C:2]1[CH:7]=[CH:6][C:5]([CH:8]([NH:16][C:17]2[CH:26]=[CH:25][CH:24]=[C:23]3[C:18]=2[CH:19]=[CH:20][C:21]([CH3:27])=[N:22]3)[C:9]([CH2:11][S:32][CH2:30][CH3:31])([C:12]([F:13])([F:15])[F:14])[OH:10])=[CH:4][C:3]=1[O:28][CH3:29]. The catalyst class is: 3. (5) The catalyst class is: 3. Reactant: [Br:1][C:2]1[C:3]([CH3:9])=[N:4][C:5](Cl)=[CH:6][CH:7]=1.[CH3:10][N:11]1[CH2:16][CH2:15][NH:14][CH2:13][CH2:12]1. Product: [Br:1][C:2]1[CH:7]=[CH:6][C:5]([N:14]2[CH2:15][CH2:16][N:11]([CH3:10])[CH2:12][CH2:13]2)=[N:4][C:3]=1[CH3:9]. (6) The catalyst class is: 4. Reactant: [CH3:1][C@H:2]1[NH:7][C@@H:6]([CH3:8])[CH2:5][N:4]([CH2:9][C:10]2[CH:15]=[CH:14][C:13]([C:16]([OH:25])([C:21]([F:24])([F:23])[F:22])[C:17]([F:20])([F:19])[F:18])=[CH:12][CH:11]=2)[CH2:3]1.[CH:26]1([CH2:29][NH:30][C:31](=[O:42])[NH:32][C:33]2[CH:41]=[CH:40][C:36]([C:37](O)=[O:38])=[CH:35][CH:34]=2)[CH2:28][CH2:27]1.C(N(CC)CC)C.CCCP1(OP(CCC)(=O)OP(CCC)(=O)O1)=O. Product: [CH:26]1([CH2:29][NH:30][C:31]([NH:32][C:33]2[CH:34]=[CH:35][C:36]([C:37]([N:7]3[C@H:6]([CH3:8])[CH2:5][N:4]([CH2:9][C:10]4[CH:11]=[CH:12][C:13]([C:16]([OH:25])([C:21]([F:24])([F:23])[F:22])[C:17]([F:18])([F:19])[F:20])=[CH:14][CH:15]=4)[CH2:3][C@@H:2]3[CH3:1])=[O:38])=[CH:40][CH:41]=2)=[O:42])[CH2:28][CH2:27]1. (7) Reactant: C(O[C:6]([N:8]1[CH2:12][CH2:11][CH:10]([NH:13][C:14]2[N:15]=[N:16][C:17]([C:20](=[O:27])[NH:21][CH2:22][CH2:23][CH:24]3[CH2:26][CH2:25]3)=[CH:18][CH:19]=2)[CH2:9]1)=[O:7])(C)(C)C.FC(F)(F)C(O)=O.C1(CCNC(C2N=NC(NC3CCNC3)=CC=2)=O)CC1.[F:55][C:56]([F:67])([F:66])[C:57]1[CH:65]=[CH:64][CH:63]=[CH:62][C:58]=1C(Cl)=O. Product: [CH:24]1([CH2:23][CH2:22][NH:21][C:20]([C:17]2[N:16]=[N:15][C:14]([NH:13][CH:10]3[CH2:11][CH2:12][N:8]([C:6](=[O:7])[C:58]4[CH:62]=[CH:63][CH:64]=[CH:65][C:57]=4[C:56]([F:67])([F:66])[F:55])[CH2:9]3)=[CH:19][CH:18]=2)=[O:27])[CH2:25][CH2:26]1. The catalyst class is: 236.